From a dataset of Forward reaction prediction with 1.9M reactions from USPTO patents (1976-2016). Predict the product of the given reaction. (1) Given the reactants [Cl-:1].[Cl-].[Cl-].[Cl-].[Zr+4:5].[Ti:6]([Cl:10])([Cl:9])([Cl:8])[Cl:7].C(Cl)[Cl:12], predict the reaction product. The product is: [Cl:7][Ti:6]([Cl:10])([Cl:9])[Cl:8].[Cl-:12].[Cl-:1].[Cl-:7].[Cl-:7].[Zr+4:5]. (2) Given the reactants [Cl:1][C:2]1[N:6]([CH3:7])[N:5]=[C:4]([C:8]([F:11])([F:10])[F:9])[C:3]=1[CH2:12]O.P(Br)(Br)[Br:15], predict the reaction product. The product is: [Br:15][CH2:12][C:3]1[C:4]([C:8]([F:11])([F:10])[F:9])=[N:5][N:6]([CH3:7])[C:2]=1[Cl:1].